This data is from Full USPTO retrosynthesis dataset with 1.9M reactions from patents (1976-2016). The task is: Predict the reactants needed to synthesize the given product. (1) Given the product [OH:9][C@@H:6]1[CH2:7][N:8]([C:17]([O:19][CH2:20][C:21]2[CH:26]=[CH:25][CH:24]=[CH:23][CH:22]=2)=[O:18])[C@@H:3]([CH3:2])[CH2:4][CH2:5]1, predict the reactants needed to synthesize it. The reactants are: Cl.[CH3:2][C@@H:3]1[NH:8][CH2:7][C@@H:6]([OH:9])[CH2:5][CH2:4]1.C(N(CC)CC)C.[C:17](Cl)([O:19][CH2:20][C:21]1[CH:26]=[CH:25][CH:24]=[CH:23][CH:22]=1)=[O:18]. (2) Given the product [Cl:1][C:2]1[CH:7]=[CH:6][CH:5]=[CH:4][C:3]=1[C:8]1[CH:9]=[C:10]2[C:14]3=[C:15]([CH2:17][CH2:18][N:13]3[C@@H:12]3[CH2:19][CH2:20][NH:21][CH2:22][C@H:11]23)[CH:16]=1, predict the reactants needed to synthesize it. The reactants are: [Cl:1][C:2]1[CH:7]=[CH:6][CH:5]=[CH:4][C:3]=1[C:8]1[CH:9]=[C:10]2[C:14]3=[C:15]([CH2:17][CH2:18][N:13]3[C@@H:12]3[CH2:19][CH2:20][N:21](C(OC(C)(C)C)=O)[CH2:22][C@H:11]23)[CH:16]=1.[OH-].[Na+]. (3) Given the product [C:1]([O:5][C:6](=[O:21])[NH:7][C@@H:8]([CH2:9][C:10]1[CH:15]=[C:14]([F:16])[CH:13]=[C:12]([F:17])[CH:11]=1)[C@@H:18]([OH:19])[CH2:20][C@H:29]([C:28]([N:27]1[C@H:26]2[C:33]3[CH:34]=[CH:35][CH:36]=[CH:37][C:38]=3[CH2:39][C@H:25]2[O:24][C:23]1([CH3:22])[CH3:40])=[O:32])[CH2:30][CH3:31])([CH3:4])([CH3:3])[CH3:2], predict the reactants needed to synthesize it. The reactants are: [C:1]([O:5][C:6](=[O:21])[NH:7][C@H:8]([C@@H:18]1[CH2:20][O:19]1)[CH2:9][C:10]1[CH:15]=[C:14]([F:16])[CH:13]=[C:12]([F:17])[CH:11]=1)([CH3:4])([CH3:3])[CH3:2].[CH3:22][C:23]1([CH3:40])[N:27]([C:28](=[O:32])[CH2:29][CH2:30][CH3:31])[C@H:26]2[C:33]3[CH:34]=[CH:35][CH:36]=[CH:37][C:38]=3[CH2:39][C@H:25]2[O:24]1.[Li]CCCC. (4) The reactants are: [CH3:1][C:2]1([CH3:9])[CH2:6][C:5](=[O:7])[O:4][C:3]1=[O:8].[CH2:10]([OH:12])[CH3:11]. Given the product [CH2:10]([O:12][C:5](=[O:7])[CH2:6][C:2]([CH3:9])([CH3:1])[C:3]([OH:8])=[O:4])[CH3:11], predict the reactants needed to synthesize it. (5) Given the product [CH:2]1[C:11]2[C:6](=[CH:7][CH:8]=[CH:9][CH:10]=2)[CH:5]=[CH:4][N:3]=1, predict the reactants needed to synthesize it. The reactants are: O=[C:2]1[C:11]2[C:6](=[CH:7][CH:8]=[CH:9][CH:10]=2)[C:5]2CC3C=CC=CC=3[C:4]=2[NH:3]1.ClS(O)(=O)=O. (6) Given the product [N:21]1([CH2:28][CH2:29][N:30]2[CH2:31][CH2:32][CH:33]([NH:36][C:15]([C:12]3[S:11][C:10]4[CH:9]=[CH:8][CH:7]=[C:6]([O:5][CH2:1][CH:2]([CH3:3])[CH3:4])[C:14]=4[CH:13]=3)=[O:17])[CH2:34][CH2:35]2)[CH2:27][CH2:26][CH2:25][CH2:24][CH2:23][CH2:22]1, predict the reactants needed to synthesize it. The reactants are: [CH2:1]([O:5][C:6]1[C:14]2[CH:13]=[C:12]([C:15]([OH:17])=O)[S:11][C:10]=2[CH:9]=[CH:8][CH:7]=1)[CH:2]([CH3:4])[CH3:3].Cl.Cl.Cl.[N:21]1([CH2:28][CH2:29][N:30]2[CH2:35][CH2:34][CH:33]([NH2:36])[CH2:32][CH2:31]2)[CH2:27][CH2:26][CH2:25][CH2:24][CH2:23][CH2:22]1. (7) Given the product [NH:4]1[C:12]2[C:7](=[CH:8][C:9]([C:13]([O:15][CH3:16])=[O:14])=[CH:10][CH:11]=2)[CH:6]=[N:5]1, predict the reactants needed to synthesize it. The reactants are: C([N:4]1[C:12]2[C:7](=[CH:8][C:9]([C:13]([O:15][CH3:16])=[O:14])=[CH:10][CH:11]=2)[CH:6]=[N:5]1)(=O)C.Cl. (8) The reactants are: [CH2:1]([N:4]=[C:5]=[S:6])[CH:2]=[CH2:3].[O:7]=[N+:8]([O-:13])[C:9]([Cl:12])([Cl:11])[Cl:10]. Given the product [CH2:1]([N:4]=[C:5]=[S:6])[CH:2]=[CH2:3].[O:7]=[N+:8]([O-:13])[C:9]([Cl:12])([Cl:11])[Cl:10], predict the reactants needed to synthesize it. (9) Given the product [CH3:1][N:2]1[C:10]([CH2:11][O:12][C:13]([C:26]2[CH:31]=[CH:30][CH:29]=[CH:28][CH:27]=2)([C:20]2[CH:21]=[CH:22][CH:23]=[CH:24][CH:25]=2)[C:14]2[CH:19]=[CH:18][CH:17]=[CH:16][CH:15]=2)=[C:9]2[C:4]([CH:5]=[C:6]([NH2:32])[CH:7]=[CH:8]2)=[N:3]1, predict the reactants needed to synthesize it. The reactants are: [CH3:1][N:2]1[C:10]([CH2:11][O:12][C:13]([C:26]2[CH:31]=[CH:30][CH:29]=[CH:28][CH:27]=2)([C:20]2[CH:25]=[CH:24][CH:23]=[CH:22][CH:21]=2)[C:14]2[CH:19]=[CH:18][CH:17]=[CH:16][CH:15]=2)=[C:9]2[C:4]([CH:5]=[C:6]([N+:32]([O-])=O)[CH:7]=[CH:8]2)=[N:3]1.[H-].[H-].[H-].[H-].[Li+].[Al+3].